From a dataset of Full USPTO retrosynthesis dataset with 1.9M reactions from patents (1976-2016). Predict the reactants needed to synthesize the given product. The reactants are: C([O:3][C:4](=[O:34])[CH2:5][S:6][C:7]1[S:11][C:10]([NH:12][C:13]([N:15]([C:22]2[CH:27]=[CH:26][CH:25]=[C:24]([C:28]([N:30]3[CH2:33][CH2:32][CH2:31]3)=[O:29])[CH:23]=2)[CH2:16][CH:17]2[CH2:21][CH2:20][CH2:19][CH2:18]2)=[O:14])=[N:9][CH:8]=1)C.C1(CN(C2C=CC(S(C)(=O)=O)=CC=2)C(=O)NC2SC=C(CC(O)=O)N=2)CCCC1.N1(C(C2C=CC=C(NCC3CCCC3)C=2)=O)CCC1.C(OC(=O)CSC1SC(N)=NC=1)C. Given the product [N:30]1([C:28]([C:24]2[CH:23]=[C:22]([N:15]([CH2:16][CH:17]3[CH2:21][CH2:20][CH2:19][CH2:18]3)[C:13](=[O:14])[NH:12][C:10]3[S:11][C:7]([S:6][CH2:5][C:4]([OH:34])=[O:3])=[CH:8][N:9]=3)[CH:27]=[CH:26][CH:25]=2)=[O:29])[CH2:31][CH2:32][CH2:33]1, predict the reactants needed to synthesize it.